From a dataset of Catalyst prediction with 721,799 reactions and 888 catalyst types from USPTO. Predict which catalyst facilitates the given reaction. (1) Reactant: [CH:1]1([C@@:6]([OH:24])([C:18]2[CH:23]=[CH:22][CH:21]=[CH:20][CH:19]=2)[C:7]([O:9][C@H:10]2[CH2:15][CH:14]3[N:16]([CH3:17])[C@@H:11]2[CH2:12][CH2:13]3)=[O:8])[CH2:5][CH2:4][CH2:3][CH2:2]1.[CH3:25][Br:26]. Product: [Br-:26].[CH:1]1([C@@:6]([OH:24])([C:18]2[CH:19]=[CH:20][CH:21]=[CH:22][CH:23]=2)[C:7]([O:9][C@H:10]2[CH2:15][CH:14]3[N+:16]([CH3:25])([CH3:17])[C@@H:11]2[CH2:12][CH2:13]3)=[O:8])[CH2:5][CH2:4][CH2:3][CH2:2]1. The catalyst class is: 21. (2) Reactant: CN([CH:4]=[O:5])C.P(Cl)(Cl)(Cl)=O.[Br:11][C:12]1[CH:20]=[CH:19][C:18]([C:21]([NH2:23])=O)=[C:17]2[C:13]=1[CH:14]=[CH:15][NH:16]2.C([O-])(O)=O.[Na+].[OH-].[Na+]. Product: [Br:11][C:12]1[CH:20]=[CH:19][C:18]([C:21]#[N:23])=[C:17]2[C:13]=1[C:14]([CH:4]=[O:5])=[CH:15][NH:16]2. The catalyst class is: 2. (3) Reactant: ClC1C=CC=C(C(OO)=[O:9])C=1.[Cl:12][C:13]1[N:17]([CH3:18])[N:16]=[C:15]([C:19]([F:22])([F:21])[F:20])[C:14]=1[CH2:23][S:24][C:25]1[CH2:29][C:28]([CH3:31])([CH3:30])[O:27][N:26]=1.[OH2:32]. Product: [Cl:12][C:13]1[N:17]([CH3:18])[N:16]=[C:15]([C:19]([F:20])([F:22])[F:21])[C:14]=1[CH2:23][S:24]([C:25]1[CH2:29][C:28]([CH3:31])([CH3:30])[O:27][N:26]=1)(=[O:9])=[O:32]. The catalyst class is: 22. (4) Reactant: [CH2:1]([C:8]1[N:9]=[N:10][C:11](Cl)=[C:12]([CH3:15])[C:13]=1[CH3:14])[C:2]1[CH:7]=[CH:6][CH:5]=[CH:4][CH:3]=1.CC1(C)C(C)(C)OB([C:25]2[CH2:30][CH2:29][N:28]([C:31]([O:33][C:34]([CH3:37])([CH3:36])[CH3:35])=[O:32])[CH2:27][CH:26]=2)O1.C(=O)([O-])[O-].[K+].[K+]. Product: [C:34]([O:33][C:31]([N:28]1[CH2:27][CH:26]=[C:25]([C:11]2[N:10]=[N:9][C:8]([CH2:1][C:2]3[CH:7]=[CH:6][CH:5]=[CH:4][CH:3]=3)=[C:13]([CH3:14])[C:12]=2[CH3:15])[CH2:30][CH2:29]1)=[O:32])([CH3:37])([CH3:35])[CH3:36]. The catalyst class is: 128. (5) Reactant: [CH2:1]([C:3]1[NH:19][C:6]2=[N:7][C:8]([CH2:12][C:13]3[CH:18]=[CH:17][CH:16]=[CH:15][N:14]=3)=[CH:9][C:10]([CH3:11])=[C:5]2[N:4]=1)[CH3:2].[C:20]([N:39]1[C:43]([C:44]2[CH:49]=[CH:48][CH:47]=[CH:46][C:45]=2[C:50]2[CH:51]=[C:52]3[C:56](=[CH:57][CH:58]=2)[C@H:55](O)[CH2:54][CH2:53]3)=[N:42][N:41]=[N:40]1)([C:33]1[CH:38]=[CH:37][CH:36]=[CH:35][CH:34]=1)([C:27]1[CH:32]=[CH:31][CH:30]=[CH:29][CH:28]=1)[C:21]1[CH:26]=[CH:25][CH:24]=[CH:23][CH:22]=1.C1(P(C2C=CC=CC=2)C2C=CC=CC=2)C=CC=CC=1.CCOC(/N=N/C(OCC)=O)=O.C(N(C(C)C)CC)(C)C. Product: [CH2:1]([C:3]1[N:19]([C@@H:55]2[C:56]3[C:52](=[CH:51][C:50]([C:45]4[CH:46]=[CH:47][CH:48]=[CH:49][C:44]=4[C:43]4[N:39]([C:20]([C:21]5[CH:26]=[CH:25][CH:24]=[CH:23][CH:22]=5)([C:33]5[CH:34]=[CH:35][CH:36]=[CH:37][CH:38]=5)[C:27]5[CH:32]=[CH:31][CH:30]=[CH:29][CH:28]=5)[N:40]=[N:41][N:42]=4)=[CH:58][CH:57]=3)[CH2:53][CH2:54]2)[C:6]2=[N:7][C:8]([CH2:12][C:13]3[CH:18]=[CH:17][CH:16]=[CH:15][N:14]=3)=[CH:9][C:10]([CH3:11])=[C:5]2[N:4]=1)[CH3:2]. The catalyst class is: 1. (6) Reactant: [C:1]12[C:7](=[CH:8][CH:9]=[CH:10][CH:11]=1)[NH:6]C(=O)[O:4][C:2]2=O.[CH3:13][NH:14][CH2:15][CH2:16][C:17]#[N:18].O. Product: [NH2:6][C:7]1[CH:8]=[CH:9][CH:10]=[CH:11][C:1]=1[C:2]([N:14]([CH2:15][CH2:16][C:17]#[N:18])[CH3:13])=[O:4]. The catalyst class is: 9. (7) Reactant: [Br:1][C:2]1[CH:3]=[C:4]([CH:7]=[CH:8][CH:9]=1)[CH2:5]Br.CN(C)C(=O)C.Br[C:17]1[N:22]=[CH:21][CH:20]=[CH:19][N:18]=1.O. Product: [Br:1][C:2]1[CH:3]=[C:4]([CH:7]=[CH:8][CH:9]=1)[CH2:5][C:17]1[N:22]=[CH:21][CH:20]=[CH:19][N:18]=1. The catalyst class is: 11.